Dataset: Catalyst prediction with 721,799 reactions and 888 catalyst types from USPTO. Task: Predict which catalyst facilitates the given reaction. (1) Product: [CH:9]1[C:10]2[CH2:1][CH2:2][CH2:3][CH2:4][C:5]=2[CH:6]=[CH:7][C:8]=1[S:12]([Cl:11])(=[O:14])=[O:13]. The catalyst class is: 4. Reactant: [CH:1]1[C:10]2[CH2:9][CH2:8][CH2:7][CH2:6][C:5]=2[CH:4]=[CH:3][CH:2]=1.[Cl:11][S:12](O)(=[O:14])=[O:13]. (2) The catalyst class is: 9. Product: [N+:25]([C:18]1[CH:17]=[CH:16][C:15]([CH:4]([C:5]([O:7][CH2:8][CH3:9])=[O:6])[C:3]([O:11][CH2:12][CH3:13])=[O:10])=[CH:20][C:19]=1[C:21]([F:22])([F:23])[F:24])([O-:27])=[O:26]. Reactant: [H-].[Na+].[C:3]([O:11][CH2:12][CH3:13])(=[O:10])[CH2:4][C:5]([O:7][CH2:8][CH3:9])=[O:6].Br[C:15]1[CH:16]=[CH:17][C:18]([N+:25]([O-:27])=[O:26])=[C:19]([C:21]([F:24])([F:23])[F:22])[CH:20]=1.Cl. (3) The catalyst class is: 586. Product: [CH3:1][O:2][C:3]([C:5]1[CH:14]=[C:13]([O:15][C:16](=[O:18])[CH3:17])[C:12]2[C:7](=[CH:8][CH:9]=[CH:10][C:11]=2[F:19])[CH:6]=1)=[O:4]. Reactant: [CH3:1][O:2][C:3]([C:5]1[CH:14]=[C:13]([O:15][C:16](=[O:18])[CH3:17])[C:12]2[C:7](=[C:8](Br)[CH:9]=[CH:10][C:11]=2[F:19])[CH:6]=1)=[O:4].C(N(CC)CC)C. (4) Reactant: [CH3:1][O:2][C:3]1[CH:4]=[C:5]([NH2:10])[C:6]([NH2:9])=[CH:7][CH:8]=1.[CH3:11][C:12]([O:15][C:16](O[C:16]([O:15][C:12]([CH3:14])([CH3:13])[CH3:11])=[O:17])=[O:17])([CH3:14])[CH3:13].II. Product: [NH2:10][C:5]1[CH:4]=[C:3]([O:2][CH3:1])[CH:8]=[CH:7][C:6]=1[NH:9][C:16](=[O:17])[O:15][C:12]([CH3:14])([CH3:13])[CH3:11]. The catalyst class is: 5. (5) Reactant: I[C:2]1[CH:7]=[CH:6][C:5]([C:8]2[C:9]([C:14]([O:16]C)=[O:15])=[CH:10][CH:11]=[CH:12][CH:13]=2)=[CH:4][CH:3]=1.[NH:18]1[CH2:23][CH2:22][CH2:21][CH2:20][CH2:19]1.C(=O)([O-])[O-].[Cs+].[Cs+].C1(P(C2C=CC=CC=2)C2C=CC3C(=CC=CC=3)C=2C2C3C(=CC=CC=3)C=CC=2P(C2C=CC=CC=2)C2C=CC=CC=2)C=CC=CC=1. Product: [N:18]1([C:2]2[CH:7]=[CH:6][C:5]([C:8]3[C:9]([C:14]([OH:16])=[O:15])=[CH:10][CH:11]=[CH:12][CH:13]=3)=[CH:4][CH:3]=2)[CH2:23][CH2:22][CH2:21][CH2:20][CH2:19]1. The catalyst class is: 493. (6) Reactant: [CH:1]([C:3]1[CH:4]=[CH:5][C:6]([OH:12])=[C:7]([CH:11]=1)[C:8]([OH:10])=[O:9])=[O:2].OS(O)(=O)=O.[CH3:18]COC(C)=O.C([O-])(O)=O.[Na+]. Product: [CH:1]([C:3]1[CH:4]=[CH:5][C:6]([OH:12])=[C:7]([CH:11]=1)[C:8]([O:10][CH3:18])=[O:9])=[O:2]. The catalyst class is: 5. (7) The catalyst class is: 83. Reactant: C([O:9][C@@H:10]1[C@@H:37]([O:38]C(=O)C2C=CC=CC=2)[C@H:36]([O:47]C(=O)C2C=CC=CC=2)[C@@H:35]([C@@H:56]([CH3:66])[O:57]C(=O)C2C=CC=CC=2)[O:34][C@H:11]1[O:12][C:13]1[CH:18]=[C:17]([CH2:19][O:20]C(=O)C)[CH:16]=[C:15]([CH3:24])[C:14]=1[CH2:25][C:26]1[CH:31]=[CH:30][C:29]([CH2:32][CH3:33])=[CH:28][CH:27]=1)(=O)C1C=CC=CC=1.C(=O)([O-])[O-].[K+].[K+]. Product: [O:12]([C:13]1[CH:18]=[C:17]([CH2:19][OH:20])[CH:16]=[C:15]([CH3:24])[C:14]=1[CH2:25][C:26]1[CH:31]=[CH:30][C:29]([CH2:32][CH3:33])=[CH:28][CH:27]=1)[C@@H:11]1[O:34][C@H:35]([C@@H:56]([CH3:66])[OH:57])[C@@H:36]([OH:47])[C@H:37]([OH:38])[C@H:10]1[OH:9].